From a dataset of Full USPTO retrosynthesis dataset with 1.9M reactions from patents (1976-2016). Predict the reactants needed to synthesize the given product. (1) Given the product [NH2:8][C:6]1[CH:5]=[CH:4][C:3]([O:11][C:12](=[O:14])[CH3:13])=[C:2]([F:1])[CH:7]=1, predict the reactants needed to synthesize it. The reactants are: [F:1][C:2]1[CH:7]=[C:6]([N+:8]([O-])=O)[CH:5]=[CH:4][C:3]=1[O:11][C:12](=[O:14])[CH3:13]. (2) The reactants are: [CH2:1]([N:8]1[CH2:12][CH:11]([C:13]2[CH:18]=[CH:17][C:16]([Cl:19])=[C:15]([Cl:20])[CH:14]=2)[CH:10]([NH:21][CH3:22])[CH2:9]1)[C:2]1[CH:7]=[CH:6][CH:5]=[CH:4][CH:3]=1.[F:23][C:24]1[CH:25]=[C:26]([CH:29]=[CH:30][C:31]=1[C:32]([F:35])([F:34])[F:33])[CH:27]=O.[BH3-]C#N.[Na+]. Given the product [CH2:1]([N:8]1[CH2:12][CH:11]([C:13]2[CH:18]=[CH:17][C:16]([Cl:19])=[C:15]([Cl:20])[CH:14]=2)[CH:10]([N:21]([CH2:27][C:26]2[CH:29]=[CH:30][C:31]([C:32]([F:33])([F:34])[F:35])=[C:24]([F:23])[CH:25]=2)[CH3:22])[CH2:9]1)[C:2]1[CH:3]=[CH:4][CH:5]=[CH:6][CH:7]=1, predict the reactants needed to synthesize it.